From a dataset of Forward reaction prediction with 1.9M reactions from USPTO patents (1976-2016). Predict the product of the given reaction. (1) Given the reactants [NH:1]1[C:9]2[C:4](=[CH:5][CH:6]=[CH:7][CH:8]=2)[CH:3]=[CH:2]1.[CH:10]([NH2:13])([CH3:12])[CH3:11].[CH:14](=O)[CH3:15].[C:17](OCC)(=O)[CH3:18].[C:23](O)(=O)C, predict the reaction product. The product is: [NH:1]1[C:9]2[C:4](=[CH:5][CH:6]=[CH:7][CH:8]=2)[C:3]([CH:17]([N:13]([CH:14]([CH3:15])[CH3:23])[CH:10]([CH3:12])[CH3:11])[CH3:18])=[CH:2]1. (2) Given the reactants [C:1]([C:3]1[C:4]([C:17]([F:20])([F:19])[F:18])=[C:5]2[C:9](=[CH:10][CH:11]=1)[N:8]([CH2:12][C:13](=[NH:16])[NH:14][OH:15])[CH:7]=[CH:6]2)#[N:2].[Cl:21][C:22]1[C:23]([F:31])=[C:24]([CH:28]=[CH:29][CH:30]=1)[C:25](O)=O, predict the reaction product. The product is: [Cl:21][C:22]1[C:23]([F:31])=[C:24]([C:25]2[O:15][N:14]=[C:13]([CH2:12][N:8]3[C:9]4[C:5](=[C:4]([C:17]([F:19])([F:20])[F:18])[C:3]([C:1]#[N:2])=[CH:11][CH:10]=4)[CH:6]=[CH:7]3)[N:16]=2)[CH:28]=[CH:29][CH:30]=1. (3) Given the reactants [Cl:1][C:2]1[N:3]=[C:4]([N:13]2[CH2:18][CH2:17][O:16][CH2:15][CH2:14]2)[C:5]2[S:10][C:9]([CH:11]=O)=[CH:8][C:6]=2[N:7]=1.[C:19]([NH:26][CH:27]1[CH2:32][CH2:31][NH:30][CH2:29][CH2:28]1)([O:21][C:22]([CH3:25])([CH3:24])[CH3:23])=[O:20], predict the reaction product. The product is: [C:22]([O:21][C:19](=[O:20])[NH:26][CH:27]1[CH2:32][CH2:31][N:30]([CH2:11][C:9]2[S:10][C:5]3[C:4]([N:13]4[CH2:18][CH2:17][O:16][CH2:15][CH2:14]4)=[N:3][C:2]([Cl:1])=[N:7][C:6]=3[CH:8]=2)[CH2:29][CH2:28]1)([CH3:25])([CH3:23])[CH3:24]. (4) Given the reactants Br[C:2]1[CH:11]=[CH:10][C:5]([C:6]([O:8][CH3:9])=[O:7])=[CH:4][C:3]=1[O:12][CH:13]([CH3:15])[CH3:14].[CH3:16][CH:17]([CH3:20])[C:18]#[CH:19], predict the reaction product. The product is: [CH:13]([O:12][C:3]1[CH:4]=[C:5]([CH:10]=[CH:11][C:2]=1[C:19]#[C:18][CH:17]([CH3:20])[CH3:16])[C:6]([O:8][CH3:9])=[O:7])([CH3:15])[CH3:14]. (5) Given the reactants O1CCCC1.[OH:6][CH2:7][CH2:8][CH2:9][C:10]1([C:23]([O:25][CH2:26][CH3:27])=[O:24])[CH2:15][CH2:14][N:13]([C:16]([O:18][C:19]([CH3:22])([CH3:21])[CH3:20])=[O:17])[CH2:12][CH2:11]1.C(N(CC)CC)C.[CH3:35][S:36](Cl)(=[O:38])=[O:37], predict the reaction product. The product is: [CH3:35][S:36]([O:6][CH2:7][CH2:8][CH2:9][C:10]1([C:23]([O:25][CH2:26][CH3:27])=[O:24])[CH2:15][CH2:14][N:13]([C:16]([O:18][C:19]([CH3:22])([CH3:21])[CH3:20])=[O:17])[CH2:12][CH2:11]1)(=[O:38])=[O:37]. (6) Given the reactants Br[C:2]1[CH:3]=[C:4]([C:23]([NH2:25])=[O:24])[C:5]2[N:6]([CH2:19][CH:20]3[CH2:22][CH2:21]3)[C:7]3[C:12]([C:13]=2[CH:14]=1)=[CH:11][CH:10]=[C:9]([C:15]([OH:18])([CH3:17])[CH3:16])[CH:8]=3.[CH3:26][C:27]1[C:31](B(O)O)=[C:30]([CH3:35])[O:29][N:28]=1.P([O-])([O-])([O-])=O.[K+].[K+].[K+], predict the reaction product. The product is: [CH:20]1([CH2:19][N:6]2[C:5]3[C:4]([C:23]([NH2:25])=[O:24])=[CH:3][C:2]([C:31]4[C:27]([CH3:26])=[N:28][O:29][C:30]=4[CH3:35])=[CH:14][C:13]=3[C:12]3[C:7]2=[CH:8][C:9]([C:15]([OH:18])([CH3:16])[CH3:17])=[CH:10][CH:11]=3)[CH2:21][CH2:22]1. (7) Given the reactants [F:1][C:2]1[CH:7]=[CH:6][C:5]([C:8]2[C:9](=[O:25])[NH:10][N:11]=[C:12]([CH3:24])[C:13]=2[C:14]2[CH:19]=[CH:18][C:17]([S:20]([CH3:23])(=[O:22])=[O:21])=[CH:16][CH:15]=2)=[CH:4][CH:3]=1.[F:26][C:27]([F:31])([F:30])[CH2:28]I.C(=O)([O-])[O-].[Na+].[Na+], predict the reaction product. The product is: [F:26][C:27]([F:31])([F:30])[CH2:28][N:10]1[C:9](=[O:25])[C:8]([C:5]2[CH:4]=[CH:3][C:2]([F:1])=[CH:7][CH:6]=2)=[C:13]([C:14]2[CH:19]=[CH:18][C:17]([S:20]([CH3:23])(=[O:22])=[O:21])=[CH:16][CH:15]=2)[C:12]([CH3:24])=[N:11]1. (8) Given the reactants [CH2:1]([C:5]1[NH:6][C:7](=[O:12])[CH:8]=[C:9]([CH3:11])[N:10]=1)[CH2:2][CH2:3][CH3:4].Br[CH2:14][CH2:15][O:16][C:17]1[CH:24]=[CH:23][C:20]([CH:21]=[O:22])=[CH:19][CH:18]=1.C([O-])([O-])=O.[K+].[K+], predict the reaction product. The product is: [CH2:1]([C:5]1[N:6]([CH2:14][CH2:15][O:16][C:17]2[CH:24]=[CH:23][C:20]([CH:21]=[O:22])=[CH:19][CH:18]=2)[C:7](=[O:12])[CH:8]=[C:9]([CH3:11])[N:10]=1)[CH2:2][CH2:3][CH3:4]. (9) Given the reactants [C:1]([C:3]1[CH:4]=[C:5]([NH:10][C:11](=[O:14])[CH2:12][CH3:13])[CH:6]=[C:7]([F:9])[CH:8]=1)#[N:2].O1C2C=CC(CNC3C=C(C=CC=3F)C#N)=CC=2OCC1.[F:36][C:37]([F:48])([F:47])[S:38][C:39]1[CH:40]=[C:41]([CH:44]=[CH:45][CH:46]=1)[CH2:42]Cl, predict the reaction product. The product is: [C:1]([C:3]1[CH:4]=[C:5]([N:10]([CH2:42][C:41]2[CH:44]=[CH:45][CH:46]=[C:39]([S:38][C:37]([F:48])([F:36])[F:47])[CH:40]=2)[C:11](=[O:14])[CH2:12][CH3:13])[CH:6]=[C:7]([F:9])[CH:8]=1)#[N:2].